From a dataset of Catalyst prediction with 721,799 reactions and 888 catalyst types from USPTO. Predict which catalyst facilitates the given reaction. Reactant: [C:1]1([C:7]2[CH2:8][CH2:9][N:10]([CH2:13][CH2:14][CH2:15][C:16]3[NH:25][C:24](=[O:26])[C:23]4[C:18](=[C:19]([C:27]#[C:28][Si](C)(C)C)[CH:20]=[CH:21][CH:22]=4)[N:17]=3)[CH2:11][CH:12]=2)[CH:6]=[CH:5][CH:4]=[CH:3][CH:2]=1.C(=O)([O-])[O-].[K+].[K+]. Product: [C:27]([C:19]1[CH:20]=[CH:21][CH:22]=[C:23]2[C:18]=1[N:17]=[C:16]([CH2:15][CH2:14][CH2:13][N:10]1[CH2:9][CH:8]=[C:7]([C:1]3[CH:6]=[CH:5][CH:4]=[CH:3][CH:2]=3)[CH2:12][CH2:11]1)[NH:25][C:24]2=[O:26])#[CH:28]. The catalyst class is: 24.